This data is from Reaction yield outcomes from USPTO patents with 853,638 reactions. The task is: Predict the reaction yield, written as a fraction of the theoretical maximum amount of product (1.0 means a 100% yield; for example, 0.34 means a 34% yield). The reactants are [O:1]=[C:2]1[NH:7][C:6]2[CH:8]=[C:9]([C:12](OC)=[O:13])[CH:10]=[N:11][C:5]=2[N:4]2[CH2:16][CH2:17][CH2:18][CH2:19][C@@H:3]12.[H-].[Na+].[H-].[H-].[H-].[H-].[Li+].[Al+3].CO. The catalyst is O1CCCC1.O.C(OCC)(=O)C. The product is [OH:13][CH2:12][C:9]1[CH:10]=[N:11][C:5]2[N:4]3[CH2:16][CH2:17][CH2:18][CH2:19][C@H:3]3[C:2](=[O:1])[NH:7][C:6]=2[CH:8]=1. The yield is 0.970.